From a dataset of Reaction yield outcomes from USPTO patents with 853,638 reactions. Predict the reaction yield, written as a fraction of the theoretical maximum amount of product (1.0 means a 100% yield; for example, 0.34 means a 34% yield). (1) The reactants are [Br:1][C:2]1[S:3][CH:4]=[C:5]([C:7]([OH:9])=O)[N:6]=1.[N:10]1([C:16]([O:18][C:19]([CH3:22])([CH3:21])[CH3:20])=[O:17])[CH2:15][CH2:14][NH:13][CH2:12][CH2:11]1.Cl.C(N=C=NCCCN(C)C)C. The catalyst is C(Cl)Cl. The product is [Br:1][C:2]1[S:3][CH:4]=[C:5]([C:7]([N:13]2[CH2:12][CH2:11][N:10]([C:16]([O:18][C:19]([CH3:22])([CH3:21])[CH3:20])=[O:17])[CH2:15][CH2:14]2)=[O:9])[N:6]=1. The yield is 0.910. (2) The reactants are [F:1][C:2]1[CH:3]=[C:4]([N+:9]([O-:11])=[O:10])[CH:5]=[CH:6][C:7]=1F.[SH:12][C:13]1[NH:14][CH:15]=[CH:16][N:17]=1. No catalyst specified. The product is [F:1][C:2]1[CH:3]=[C:4]([N+:9]([O-:11])=[O:10])[CH:5]=[CH:6][C:7]=1[S:12][C:13]1[NH:14][CH:15]=[CH:16][N:17]=1. The yield is 0.380.